This data is from Reaction yield outcomes from USPTO patents with 853,638 reactions. The task is: Predict the reaction yield, written as a fraction of the theoretical maximum amount of product (1.0 means a 100% yield; for example, 0.34 means a 34% yield). (1) The reactants are [Cl:1][C:2]1[N:7]=[C:6](Cl)[C:5]([N+:9]([O-:11])=[O:10])=[CH:4][N:3]=1.[CH2:12]([NH2:14])[CH3:13]. The catalyst is C1COCC1.CC(O)C. The product is [Cl:1][C:2]1[N:7]=[C:6]([NH:14][CH2:12][CH3:13])[C:5]([N+:9]([O-:11])=[O:10])=[CH:4][N:3]=1. The yield is 0.810. (2) The reactants are [CH2:1]([C@H:3]1[C@@H:7]([C:8]2[N:12]3[C:13]4[CH:19]=[CH:18][NH:17][C:14]=4[N:15]=[CH:16][C:11]3=[N:10][N:9]=2)[CH2:6][C@@H:5]([CH2:20][C:21](OCC)=[O:22])[CH2:4]1)[CH3:2].O/[N:27]=[C:28](\[NH2:32])/[CH2:29][O:30][CH3:31].C([O-])([O-])=O.[K+].[K+]. The catalyst is C1(C)C=CC=CC=1.CO. The product is [CH2:1]([C@H:3]1[C@@H:7]([C:8]2[N:12]3[C:13]4[CH:19]=[CH:18][NH:17][C:14]=4[N:15]=[CH:16][C:11]3=[N:10][N:9]=2)[CH2:6][C@@H:5]([CH2:20][C:21]2[O:22][N:32]=[C:28]([CH2:29][O:30][CH3:31])[N:27]=2)[CH2:4]1)[CH3:2]. The yield is 0.560. (3) The reactants are C([O:3][CH:4](OCC)[CH2:5][O:6][C:7]1[CH:14]=[CH:13][C:12]([O:15][CH3:16])=[CH:11][C:8]=1[CH:9]=O)C. The catalyst is C(O)(=O)C. The product is [CH3:16][O:15][C:12]1[CH:13]=[CH:14][C:7]2[O:6][C:5]([CH:4]=[O:3])=[CH:9][C:8]=2[CH:11]=1. The yield is 0.240. (4) The reactants are CCOC(/N=N/C(OCC)=O)=O.[CH:13]12[CH2:19][CH:16]([CH:17]=[CH:18]1)[CH2:15][CH:14]2[CH2:20][OH:21].[I:22][C:23]1[CH:28]=[CH:27][C:26](O)=[CH:25][CH:24]=1.C1(P(C2C=CC=CC=2)C2C=CC=CC=2)C=CC=CC=1. The catalyst is O1CCCC1. The product is [I:22][C:23]1[CH:28]=[CH:27][C:26]([O:21][CH2:20][CH:14]2[CH2:15][CH:16]3[CH2:19][CH:13]2[CH:18]=[CH:17]3)=[CH:25][CH:24]=1. The yield is 0.970. (5) The reactants are C[O:2][C:3](=[O:35])[CH:4]([O:32][CH2:33][CH3:34])[CH2:5][C:6]1[CH:11]=[CH:10][C:9]([CH2:12][CH2:13][N:14]([C:22]([CH:24]2[CH2:31][C:30]3[CH:29]=[CH:28][CH:27]=[CH:26][C:25]2=3)=[O:23])[CH2:15][CH2:16][CH2:17][CH2:18][CH2:19][CH2:20][CH3:21])=[CH:8][CH:7]=1.[Li+].[OH-]. The catalyst is O1CCCC1. The product is [C:30]12[CH2:31][CH:24]([C:22]([N:14]([CH2:15][CH2:16][CH2:17][CH2:18][CH2:19][CH2:20][CH3:21])[CH2:13][CH2:12][C:9]3[CH:8]=[CH:7][C:6]([CH2:5][CH:4]([O:32][CH2:33][CH3:34])[C:3]([OH:35])=[O:2])=[CH:11][CH:10]=3)=[O:23])[C:25]=1[CH:26]=[CH:27][CH:28]=[CH:29]2. The yield is 0.600. (6) The reactants are [N+:1]([C:4]1[CH:9]=[CH:8][C:7]([N:10]2[CH2:15][CH2:14][N:13]([S:16]([CH3:19])(=[O:18])=[O:17])[CH2:12][CH2:11]2)=[CH:6][CH:5]=1)([O-])=O.N. The catalyst is CO.[Pd]. The product is [CH3:19][S:16]([N:13]1[CH2:12][CH2:11][N:10]([C:7]2[CH:8]=[CH:9][C:4]([NH2:1])=[CH:5][CH:6]=2)[CH2:15][CH2:14]1)(=[O:17])=[O:18]. The yield is 0.270.